Dataset: Forward reaction prediction with 1.9M reactions from USPTO patents (1976-2016). Task: Predict the product of the given reaction. (1) Given the reactants Cl[C:2]1[CH:7]=[CH:6][N:5]=[C:4]2[CH:8]=[C:9]([C:11]3[CH:16]=[C:15]([O:17][CH3:18])[C:14]([O:19][CH3:20])=[C:13]([O:21][CH3:22])[CH:12]=3)[O:10][C:3]=12.[C:23]([NH:31][C:32]1[CH:37]=[CH:36][C:35](B(O)O)=[CH:34][CH:33]=1)(=[O:30])[C:24]1[CH:29]=[CH:28][CH:27]=[CH:26][CH:25]=1, predict the reaction product. The product is: [CH3:22][O:21][C:13]1[CH:12]=[C:11]([C:9]2[O:10][C:3]3[C:4](=[N:5][CH:6]=[CH:7][C:2]=3[C:35]3[CH:34]=[CH:33][C:32]([NH:31][C:23](=[O:30])[C:24]4[CH:29]=[CH:28][CH:27]=[CH:26][CH:25]=4)=[CH:37][CH:36]=3)[CH:8]=2)[CH:16]=[C:15]([O:17][CH3:18])[C:14]=1[O:19][CH3:20]. (2) The product is: [C:27]([O:26][C:24]([N:8]([C:1]([O:3][C:4]([CH3:5])([CH3:7])[CH3:6])=[O:2])[C:9]1[N:10]=[C:11]([C:32]2[N:33]=[C:34]([N:41]([C:49]3[CH:54]=[CH:53][C:52]([N:55]4[CH2:56][CH2:57][N:58]([CH:61]5[CH2:62][O:63][CH2:64]5)[CH2:59][CH2:60]4)=[CH:51][CH:50]=3)[C:42](=[O:48])[O:43][C:44]([CH3:47])([CH3:46])[CH3:45])[C:35]3[N:36]([CH:38]=[CH:39][N:40]=3)[CH:37]=2)[CH:12]=[N:13][CH:14]=1)=[O:25])([CH3:29])([CH3:28])[CH3:30]. Given the reactants [C:1]([N:8]([C:24]([O:26][C:27]([CH3:30])([CH3:29])[CH3:28])=[O:25])[C:9]1[CH:14]=[N:13][CH:12]=[C:11](B2OC(C)(C)C(C)(C)O2)[N:10]=1)([O:3][C:4]([CH3:7])([CH3:6])[CH3:5])=[O:2].Br[C:32]1[N:33]=[C:34]([N:41]([C:49]2[CH:54]=[CH:53][C:52]([N:55]3[CH2:60][CH2:59][N:58]([CH:61]4[CH2:64][O:63][CH2:62]4)[CH2:57][CH2:56]3)=[CH:51][CH:50]=2)[C:42](=[O:48])[O:43][C:44]([CH3:47])([CH3:46])[CH3:45])[C:35]2[N:36]([CH:38]=[CH:39][N:40]=2)[CH:37]=1.C([O-])([O-])=O.[Na+].[Na+].O, predict the reaction product. (3) Given the reactants [CH3:1][O:2][C:3]1[CH:4]=[C:5]2[C:10](=[CH:11][C:12]=1[O:13][CH3:14])[N:9]=[CH:8][N:7]=[C:6]2[O:15][C:16]1[CH:22]=[CH:21][C:19]([NH2:20])=[C:18]([N+:23]([O-:25])=[O:24])[CH:17]=1.Cl[C:27](Cl)([O:29]C(=O)OC(Cl)(Cl)Cl)Cl.[Cl:38][C:39]1[CH:51]=[CH:50][CH:49]=[CH:48][C:40]=1[CH2:41][N:42]1[CH2:46][CH2:45][CH:44]([NH2:47])[CH2:43]1.C(=O)([O-])O.[Na+], predict the reaction product. The product is: [Cl:38][C:39]1[CH:51]=[CH:50][CH:49]=[CH:48][C:40]=1[CH2:41][N:42]1[CH2:46][CH2:45][CH:44]([NH:47][C:27]([NH:20][C:19]2[CH:21]=[CH:22][C:16]([O:15][C:6]3[C:5]4[C:10](=[CH:11][C:12]([O:13][CH3:14])=[C:3]([O:2][CH3:1])[CH:4]=4)[N:9]=[CH:8][N:7]=3)=[CH:17][C:18]=2[N+:23]([O-:25])=[O:24])=[O:29])[CH2:43]1. (4) Given the reactants [Br:1][C:2]1[CH:10]=[C:9]([O:11][CH3:12])[CH:8]=[C:7]2[C:3]=1[CH:4]=[CH:5][NH:6]2.[C:13]1([S:19](Cl)(=[O:21])=[O:20])[CH:18]=[CH:17][CH:16]=[CH:15][CH:14]=1.[OH-].[Na+], predict the reaction product. The product is: [Br:1][C:2]1[CH:10]=[C:9]([O:11][CH3:12])[CH:8]=[C:7]2[C:3]=1[CH:4]=[CH:5][N:6]2[S:19]([C:13]1[CH:18]=[CH:17][CH:16]=[CH:15][CH:14]=1)(=[O:21])=[O:20]. (5) The product is: [Cl:17][C:2]1[C:11]2[C:6](=[C:7]([CH3:14])[C:8]([O:12][CH3:13])=[CH:9][CH:10]=2)[N:5]=[CH:4][CH:3]=1. Given the reactants O[C:2]1[C:11]2[C:6](=[C:7]([CH3:14])[C:8]([O:12][CH3:13])=[CH:9][CH:10]=2)[N:5]=[CH:4][CH:3]=1.O=P(Cl)(Cl)[Cl:17], predict the reaction product.